This data is from Forward reaction prediction with 1.9M reactions from USPTO patents (1976-2016). The task is: Predict the product of the given reaction. (1) Given the reactants [CH2:1]([N:3]1[CH:7]=[C:6]([S:8]([N:11]2[C:15]([C:16]3[C:17]([F:22])=[N:18][CH:19]=[CH:20][CH:21]=3)=[C:14]([F:23])[C:13]([CH2:24][N:25](C)[C:26](=O)OC(C)(C)C)=[CH:12]2)(=[O:10])=[O:9])[CH:5]=[N:4]1)[CH3:2].C(OCC)(=O)C.[ClH:40], predict the reaction product. The product is: [ClH:40].[CH2:1]([N:3]1[CH:7]=[C:6]([S:8]([N:11]2[C:15]([C:16]3[C:17]([F:22])=[N:18][CH:19]=[CH:20][CH:21]=3)=[C:14]([F:23])[C:13]([CH2:24][NH:25][CH3:26])=[CH:12]2)(=[O:9])=[O:10])[CH:5]=[N:4]1)[CH3:2]. (2) Given the reactants [N:1]1[CH:6]=[CH:5][CH:4]=[CH:3][C:2]=1[CH2:7][CH2:8][C:9]1[CH:16]=[CH:15][C:12]([CH:13]=O)=[CH:11][CH:10]=1.[N+:17]([CH3:20])([O-:19])=[O:18].C([O-])(=O)C.[NH4+], predict the reaction product. The product is: [N:1]1[CH:6]=[CH:5][CH:4]=[CH:3][C:2]=1[CH2:7][CH2:8][C:9]1[CH:16]=[CH:15][C:12](/[CH:13]=[CH:20]/[N+:17]([O-:19])=[O:18])=[CH:11][CH:10]=1. (3) The product is: [NH3:6].[CH2:40]([O:39][C:23]1[C:22]([C:18]2[NH:19][C:20](=[O:21])[C:15]3[C:16](=[C:42]([CH2:43][CH3:44])[N:13]([C:10]4[CH:11]=[CH:12][C:7]([NH:6][S:2]([CH3:1])(=[O:4])=[O:3])=[CH:8][CH:9]=4)[N:14]=3)[N:17]=2)=[CH:27][C:26]([S:28]([N:31]2[CH2:36][CH2:35][N:34]([CH2:37][CH3:38])[CH2:33][CH2:32]2)(=[O:30])=[O:29])=[CH:25][N:24]=1)[CH3:41]. Given the reactants [CH3:1][S:2](Cl)(=[O:4])=[O:3].[NH2:6][C:7]1[CH:12]=[CH:11][C:10]([N:13]2[C:42]([CH2:43][CH3:44])=[C:16]3[N:17]=[C:18]([C:22]4[C:23]([O:39][CH2:40][CH3:41])=[N:24][CH:25]=[C:26]([S:28]([N:31]5[CH2:36][CH2:35][N:34]([CH2:37][CH3:38])[CH2:33][CH2:32]5)(=[O:30])=[O:29])[CH:27]=4)[NH:19][C:20](=[O:21])[C:15]3=[N:14]2)=[CH:9][CH:8]=1, predict the reaction product. (4) Given the reactants Br.[Br:2][C:3]1[CH:4]=[C:5]([CH2:10]Br)[C:6]([NH2:9])=[N:7][CH:8]=1.[NH:12]1[CH2:17][CH2:16][CH2:15][CH2:14][CH2:13]1, predict the reaction product. The product is: [Br:2][C:3]1[CH:4]=[C:5]([CH2:10][N:12]2[CH2:17][CH2:16][CH2:15][CH2:14][CH2:13]2)[C:6]([NH2:9])=[N:7][CH:8]=1. (5) Given the reactants Br[C:2]1[CH:21]=[CH:20][C:5]2[NH:6][C:7]([C:9]3[N:10]([CH2:18][CH3:19])[N:11]=[C:12]([C:14]([CH3:17])([CH3:16])[CH3:15])[CH:13]=3)=[N:8][C:4]=2[CH:3]=1.[F:22][C:23]([F:34])([F:33])[C:24]1[CH:29]=[CH:28][CH:27]=[CH:26][C:25]=1B(O)O, predict the reaction product. The product is: [C:14]([C:12]1[CH:13]=[C:9]([C:7]2[NH:6][C:5]3[CH:20]=[CH:21][C:2]([C:25]4[CH:26]=[CH:27][CH:28]=[CH:29][C:24]=4[C:23]([F:34])([F:33])[F:22])=[CH:3][C:4]=3[N:8]=2)[N:10]([CH2:18][CH3:19])[N:11]=1)([CH3:17])([CH3:16])[CH3:15]. (6) Given the reactants [NH2:1][C:2]1[N:3]=[CH:4][C:5]2[CH2:11][N:10]([C:12]3[CH:13]=[C:14]([CH:18]=[CH:19][CH:20]=3)[C:15](O)=[O:16])[CH2:9][CH2:8][C:6]=2[N:7]=1.C(N(CC)CC)C.CN(C(ON1N=NC2C=CC=CC1=2)=[N+](C)C)C.F[P-](F)(F)(F)(F)F.[F:52][C:53]([F:62])([F:61])[C:54]1[CH:55]=[C:56]([CH:58]=[CH:59][CH:60]=1)[NH2:57], predict the reaction product. The product is: [NH2:1][C:2]1[N:3]=[CH:4][C:5]2[CH2:11][N:10]([C:12]3[CH:13]=[C:14]([CH:18]=[CH:19][CH:20]=3)[C:15]([NH:57][C:56]3[CH:58]=[CH:59][CH:60]=[C:54]([C:53]([F:52])([F:61])[F:62])[CH:55]=3)=[O:16])[CH2:9][CH2:8][C:6]=2[N:7]=1. (7) Given the reactants Cl[C:2]1[CH:3]=[C:4]2[C:9](=[CH:10][N:11]=1)[CH2:8][N:7]([C:12]1[C:17]([F:18])=[C:16]([O:19][CH3:20])[CH:15]=[C:14]([O:21][CH3:22])[C:13]=1[F:23])[C:6](=[O:24])[C:5]12[CH2:26][CH2:25]1.[NH2:27][C:28]1[CH:29]=[CH:30][C:31]([CH3:37])=[C:32](B(O)O)[CH:33]=1.C(=O)([O-])[O-].[Na+].[Na+].O, predict the reaction product. The product is: [NH2:27][C:28]1[CH:33]=[CH:32][C:31]([CH3:37])=[C:30]([C:2]2[CH:3]=[C:4]3[C:9](=[CH:10][N:11]=2)[CH2:8][N:7]([C:12]2[C:13]([F:23])=[C:14]([O:21][CH3:22])[CH:15]=[C:16]([O:19][CH3:20])[C:17]=2[F:18])[C:6](=[O:24])[C:5]23[CH2:26][CH2:25]2)[CH:29]=1.